This data is from Full USPTO retrosynthesis dataset with 1.9M reactions from patents (1976-2016). The task is: Predict the reactants needed to synthesize the given product. (1) The reactants are: [CH3:1][C:2]1[CH:7]=[CH:6][C:5]([S:8]([O-:11])(=[O:10])=[O:9])=[CH:4][CH:3]=1.[CH3:12][N+:13]1[C:17]2[CH:18]=[CH:19][CH:20]=[CH:21][C:16]=2[S:15][C:14]=1SC.[Br-].NCC[CH2:28][N+:29]1[C:38]2[C:33](=[CH:34][CH:35]=[CH:36][CH:37]=2)[C:32]([CH3:39])=[CH:31][CH:30]=1.C(O)C.C(N(CC)CC)C. Given the product [CH3:1][C:2]1[CH:3]=[CH:4][C:5]([S:8]([O-:11])(=[O:10])=[O:9])=[CH:6][CH:7]=1.[CH3:12][N:13]1[C:17]2[C:16]([S:15]/[C:14]/1=[CH:39]\[C:32]1[C:33]3[C:38](=[CH:37][CH:36]=[CH:35][CH:34]=3)[N+:29]([CH3:28])=[CH:30][CH:31]=1)=[CH:21][CH:20]=[CH:19][CH:18]=2, predict the reactants needed to synthesize it. (2) Given the product [CH3:10][O:9][C:7]1[CH:6]=[CH:5][C:3]2[NH:4][C:12](=[S:13])[O:1][C:2]=2[CH:8]=1, predict the reactants needed to synthesize it. The reactants are: [OH:1][C:2]1[CH:8]=[C:7]([O:9][CH3:10])[CH:6]=[CH:5][C:3]=1[NH2:4].O(CC)[C:12]([S-])=[S:13].[K+].Cl. (3) Given the product [CH3:21][N:18]1[CH2:19][CH2:20][C:8]2[N:7]([C:3]3[CH2:4][CH2:5][CH2:6][C:2]=3[C:24]3[S:25][CH:26]=[CH:27][C:23]=3[CH3:22])[C:15]3[CH:14]=[CH:13][C:12]([CH3:16])=[CH:11][C:10]=3[C:9]=2[CH2:17]1, predict the reactants needed to synthesize it. The reactants are: Br[C:2]1[CH2:6][CH2:5][CH2:4][C:3]=1[N:7]1[C:15]2[CH:14]=[CH:13][C:12]([CH3:16])=[CH:11][C:10]=2[C:9]2[CH2:17][N:18]([CH3:21])[CH2:19][CH2:20][C:8]1=2.[CH3:22][C:23]1[CH:27]=[CH:26][S:25][C:24]=1B1OC(C)(C)C(C)(C)O1.C(=O)([O-])[O-].[K+].[K+]. (4) Given the product [NH2:1][C:2]1[N:10]=[CH:9][N:8]=[C:7]2[C:3]=1[N:4]([C:34]1[CH:35]=[CH:36][C:31]([O:24][C:25]3[CH:30]=[CH:29][CH:28]=[CH:27][CH:26]=3)=[CH:32][CH:33]=1)[C:5](=[O:23])[N:6]2[CH:11]1[CH2:15][CH2:14][N:13]([C:16]([O:18][C:19]([CH3:20])([CH3:22])[CH3:21])=[O:17])[CH2:12]1, predict the reactants needed to synthesize it. The reactants are: [NH2:1][C:2]1[N:10]=[CH:9][N:8]=[C:7]2[C:3]=1[NH:4][C:5](=[O:23])[N:6]2[CH:11]1[CH2:15][CH2:14][N:13]([C:16]([O:18][C:19]([CH3:22])([CH3:21])[CH3:20])=[O:17])[CH2:12]1.[O:24]([C:31]1[CH:36]=[CH:35][C:34](B(O)O)=[CH:33][CH:32]=1)[C:25]1[CH:30]=[CH:29][CH:28]=[CH:27][CH:26]=1.N1C=CC=CC=1.